This data is from Rat liver microsome stability data. The task is: Regression/Classification. Given a drug SMILES string, predict its absorption, distribution, metabolism, or excretion properties. Task type varies by dataset: regression for continuous measurements (e.g., permeability, clearance, half-life) or binary classification for categorical outcomes (e.g., BBB penetration, CYP inhibition). Dataset: rlm. (1) The molecule is O=C(N[C@H](Cc1c[nH]c2ccccc12)C(=O)Nc1ccncc1)c1ccc(-c2cc(C(F)(F)F)ccc2F)cc1F. The result is 1 (stable in rat liver microsomes). (2) The molecule is CN1CCN(C2=Nc3ccccc3Sc3ccc(Cl)cc32)CC1. The result is 1 (stable in rat liver microsomes).